This data is from Forward reaction prediction with 1.9M reactions from USPTO patents (1976-2016). The task is: Predict the product of the given reaction. (1) Given the reactants [Cl:1][C:2]1[C:3]2[N:4]([CH:12]=[C:13]([C:15]([NH2:17])=O)[N:14]=2)[CH:5]=[C:6]([C:8]([F:11])([F:10])[F:9])[CH:7]=1, predict the reaction product. The product is: [Cl:1][C:2]1[C:3]2[N:4]([CH:12]=[C:13]([C:15]#[N:17])[N:14]=2)[CH:5]=[C:6]([C:8]([F:10])([F:11])[F:9])[CH:7]=1. (2) Given the reactants [CH2:1]([O:8][C:9]1[C:18](=[O:19])[N:17]2[C:12]([CH:13]([CH2:20][CH2:21][S:22][CH3:23])[O:14][CH2:15][CH2:16]2)=[N:11][C:10]=1[C:24]([O:26]CC)=[O:25])[C:2]1[CH:7]=[CH:6][CH:5]=[CH:4][CH:3]=1.[OH-].[Li+].Cl, predict the reaction product. The product is: [CH2:1]([O:8][C:9]1[C:18](=[O:19])[N:17]2[C:12]([CH:13]([CH2:20][CH2:21][S:22][CH3:23])[O:14][CH2:15][CH2:16]2)=[N:11][C:10]=1[C:24]([OH:26])=[O:25])[C:2]1[CH:3]=[CH:4][CH:5]=[CH:6][CH:7]=1. (3) Given the reactants [Si]([O:8][C@@H:9]([C:65]1[CH:70]=[CH:69][CH:68]=[CH:67][C:66]=1[C:71]1[CH:76]=[CH:75][C:74]([Cl:77])=[CH:73][CH:72]=1)[CH:10]1[CH2:15][CH2:14][N:13]([C:16]2[CH:64]=[CH:63][C:19]([C:20]([NH:22][S:23]([C:26]3[CH:31]=[CH:30][C:29]([NH:32][C@H:33]([CH2:42][CH2:43][N:44]4[CH2:49][CH2:48][O:47][CH:46]([CH2:50][N:51]([CH2:54][CH3:55])[CH2:52][CH3:53])[CH2:45]4)[CH2:34][S:35][C:36]4[CH:41]=[CH:40][CH:39]=[CH:38][CH:37]=4)=[C:28]([S:56]([C:59]([F:62])([F:61])[F:60])(=[O:58])=[O:57])[CH:27]=3)(=[O:25])=[O:24])=[O:21])=[CH:18][CH:17]=2)[CH2:12][CH2:11]1)(C(C)(C)C)(C)C.Cl.CCN(CC)CC, predict the reaction product. The product is: [Cl:77][C:74]1[CH:75]=[CH:76][C:71]([C:66]2[CH:67]=[CH:68][CH:69]=[CH:70][C:65]=2[C@H:9]([OH:8])[CH:10]2[CH2:11][CH2:12][N:13]([C:16]3[CH:17]=[CH:18][C:19]([C:20]([NH:22][S:23]([C:26]4[CH:31]=[CH:30][C:29]([NH:32][C@H:33]([CH2:42][CH2:43][N:44]5[CH2:49][CH2:48][O:47][CH:46]([CH2:50][N:51]([CH2:54][CH3:55])[CH2:52][CH3:53])[CH2:45]5)[CH2:34][S:35][C:36]5[CH:41]=[CH:40][CH:39]=[CH:38][CH:37]=5)=[C:28]([S:56]([C:59]([F:62])([F:61])[F:60])(=[O:57])=[O:58])[CH:27]=4)(=[O:24])=[O:25])=[O:21])=[CH:63][CH:64]=3)[CH2:14][CH2:15]2)=[CH:72][CH:73]=1.